From a dataset of Full USPTO retrosynthesis dataset with 1.9M reactions from patents (1976-2016). Predict the reactants needed to synthesize the given product. (1) Given the product [CH3:1][C:2]1[CH:7]=[CH:6][CH:5]=[C:4]([C:8]2[CH:9]=[C:10]([CH3:15])[CH:11]=[C:12]([CH3:14])[CH:13]=2)[C:3]=1[C:16]([OH:20])=[O:17], predict the reactants needed to synthesize it. The reactants are: [CH3:1][C:2]1[CH:7]=[CH:6][CH:5]=[C:4]([C:8]2[CH:13]=[C:12]([CH3:14])[CH:11]=[C:10]([CH3:15])[CH:9]=2)[C:3]=1[CH:16]=[O:17].OO.[O-:20]Cl=O.[Na+]. (2) Given the product [NH2:13][C:9]1[CH:10]=[CH:11][C:12]([S:1]([NH2:18])(=[O:4])=[O:2])=[C:7]([CH3:6])[CH:8]=1, predict the reactants needed to synthesize it. The reactants are: [S:1](Cl)(=[O:4])(=O)[OH:2].[CH3:6][C:7]1[CH:12]=[CH:11][CH:10]=[C:9]([NH:13]C(C)=O)[CH:8]=1.O.[NH3:18]. (3) Given the product [F:25][C:20]1[CH:19]=[C:18]([CH:23]=[CH:22][C:21]=1[F:24])[O:17][C:15]1[C:14]([F:26])=[CH:13][C:7]([C:8]([O:10][CH2:11][CH3:12])=[O:9])=[CH:6][N:16]=1, predict the reactants needed to synthesize it. The reactants are: C([O-])=O.[NH4+].Cl[C:6]1[N:16]=[C:15]([O:17][C:18]2[CH:23]=[CH:22][C:21]([F:24])=[C:20]([F:25])[CH:19]=2)[C:14]([F:26])=[CH:13][C:7]=1[C:8]([O:10][CH2:11][CH3:12])=[O:9]. (4) Given the product [C:39]([C:38]1[CH:41]=[C:34]([C:32]2[S:33][C:29]([C:11]3[C:2]([CH3:1])=[C:3]4[C:8](=[CH:9][CH:10]=3)[CH2:7][N:6]([C:21]([O:23][C:24]([CH3:26])([CH3:27])[CH3:25])=[O:22])[CH2:5][CH2:4]4)=[N:30][N:31]=2)[CH:35]=[CH:36][C:37]=1[O:42][CH:43]([CH3:45])[CH3:44])#[N:40], predict the reactants needed to synthesize it. The reactants are: [CH3:1][C:2]1[C:11](B2OC(C)(C)C(C)(C)O2)=[CH:10][CH:9]=[C:8]2[C:3]=1[CH2:4][CH2:5][N:6]([C:21]([O:23][C:24]([CH3:27])([CH3:26])[CH3:25])=[O:22])[CH2:7]2.Br[C:29]1[S:33][C:32]([C:34]2[CH:35]=[CH:36][C:37]([O:42][CH:43]([CH3:45])[CH3:44])=[C:38]([CH:41]=2)[C:39]#[N:40])=[N:31][N:30]=1.C([O-])([O-])=O.[K+].[K+].O. (5) The reactants are: [C:1]1([C:7]2[C:11]3[CH2:12][C:13]4[S:14][CH:15]=[CH:16][C:17]=4[C:10]=3[NH:9][N:8]=2)[CH:6]=[CH:5][CH:4]=[CH:3][CH:2]=1.[Br:18]Br. Given the product [Br:18][C:16]1[C:17]2[C:10]3[NH:9][N:8]=[C:7]([C:1]4[CH:2]=[CH:3][CH:4]=[CH:5][CH:6]=4)[C:11]=3[CH2:12][C:13]=2[S:14][CH:15]=1, predict the reactants needed to synthesize it. (6) Given the product [F:23][C:9]([F:8])([F:24])[C:10]1[CH:11]=[N:12][N:13]([CH2:15][C:16]([OH:18])=[O:17])[CH:14]=1, predict the reactants needed to synthesize it. The reactants are: FC(F)(F)C(O)=O.[F:8][C:9]([F:24])([F:23])[C:10]1[CH:11]=[N:12][N:13]([CH2:15][C:16]([O:18]C(C)(C)C)=[O:17])[CH:14]=1. (7) Given the product [CH2:34]([NH:36][C:30](=[O:32])[CH2:29][O:28][C:26]1[CH:25]=[CH:24][CH:23]=[C:22]2[C:27]=1[C:18]([NH:17][C:13]1[CH:12]=[C:11]3[C:16](=[CH:15][CH:14]=1)[N:8]([CH2:7][C:2]1[CH:3]=[CH:4][CH:5]=[CH:6][N:1]=1)[N:9]=[CH:10]3)=[N:19][CH:20]=[N:21]2)[CH3:35], predict the reactants needed to synthesize it. The reactants are: [N:1]1[CH:6]=[CH:5][CH:4]=[CH:3][C:2]=1[CH2:7][N:8]1[C:16]2[C:11](=[CH:12][C:13]([NH:17][C:18]3[C:27]4[C:22](=[CH:23][CH:24]=[CH:25][C:26]=4[O:28][CH2:29][C:30]([O:32]C)=O)[N:21]=[CH:20][N:19]=3)=[CH:14][CH:15]=2)[CH:10]=[N:9]1.[CH2:34]([NH2:36])[CH3:35]. (8) Given the product [N:1]1[C:2]([C:10]2[CH:11]=[C:12]([CH2:13][NH2:14])[CH:15]=[CH:16][CH:17]=2)=[CH:3][N:4]2[C:9]=1[CH:8]=[CH:7][CH:6]=[N:5]2, predict the reactants needed to synthesize it. The reactants are: [N:1]1[C:2]([C:10]2[CH:11]=[C:12]([CH:15]=[CH:16][CH:17]=2)[C:13]#[N:14])=[CH:3][N:4]2[C:9]=1[CH:8]=[CH:7][CH:6]=[N:5]2. (9) Given the product [CH3:43][N:27]([CH3:26])[CH:28]1[CH2:32][CH2:31][N:30]([CH2:33][C:34]2[CH:39]=[CH:38][C:37]([CH2:40][N:41]([CH3:42])[C:21]([C:19]3[O:20][C:16]([CH2:15][N:13]([S:10]([C:6]4[C:7]([CH3:9])=[CH:8][C:3]([O:2][CH3:1])=[CH:4][C:5]=4[CH3:25])(=[O:11])=[O:12])[CH3:14])=[N:17][N:18]=3)=[O:22])=[CH:36][CH:35]=2)[CH2:29]1, predict the reactants needed to synthesize it. The reactants are: [CH3:1][O:2][C:3]1[CH:8]=[C:7]([CH3:9])[C:6]([S:10]([N:13]([CH2:15][C:16]2[O:20][C:19]([C:21](OC)=[O:22])=[N:18][N:17]=2)[CH3:14])(=[O:12])=[O:11])=[C:5]([CH3:25])[CH:4]=1.[CH3:26][N:27]([CH3:43])[CH:28]1[CH2:32][CH2:31][N:30]([CH2:33][C:34]2[CH:39]=[CH:38][C:37]([CH2:40][NH:41][CH3:42])=[CH:36][CH:35]=2)[CH2:29]1.C[Al](C)C.